Task: Predict the reaction yield, written as a fraction of the theoretical maximum amount of product (1.0 means a 100% yield; for example, 0.34 means a 34% yield).. Dataset: Reaction yield outcomes from USPTO patents with 853,638 reactions The reactants are [CH2:1]([O:3][C:4](=[O:9])[C:5](=O)[CH2:6]Br)[CH3:2].[S:10]([N:20]1[C:28]2[C:23](=[N:24][C:25]([NH2:29])=[CH:26][N:27]=2)[CH:22]=[CH:21]1)([C:13]1[CH:19]=[CH:18][C:16]([CH3:17])=[CH:15][CH:14]=1)(=[O:12])=[O:11].O1CCOCC1. The product is [S:10]([N:20]1[C:28]2[N:27]=[CH:26][C:25]3[N:24]([CH:6]=[C:5]([C:4]([O:3][CH2:1][CH3:2])=[O:9])[N:29]=3)[C:23]=2[CH:22]=[CH:21]1)([C:13]1[CH:14]=[CH:15][C:16]([CH3:17])=[CH:18][CH:19]=1)(=[O:11])=[O:12]. The yield is 0.750. The catalyst is CC#N.